The task is: Predict the reactants needed to synthesize the given product.. This data is from Full USPTO retrosynthesis dataset with 1.9M reactions from patents (1976-2016). (1) Given the product [CH:27]1([CH2:26][O:22][C:8]2([C:5]3[CH:4]=[CH:3][C:2]([F:1])=[CH:7][CH:6]=3)[CH2:13][CH2:12][C:11]([C:16]3[CH:17]=[CH:18][CH:19]=[CH:20][CH:21]=3)([C:14]#[N:15])[CH2:10][CH2:9]2)[CH2:29][CH2:28]1, predict the reactants needed to synthesize it. The reactants are: [F:1][C:2]1[CH:7]=[CH:6][C:5]([C:8]2([OH:22])[CH2:13][CH2:12][C:11]([C:16]3[CH:21]=[CH:20][CH:19]=[CH:18][CH:17]=3)([C:14]#[N:15])[CH2:10][CH2:9]2)=[CH:4][CH:3]=1.[OH-].[K+].Br[CH2:26][CH:27]1[CH2:29][CH2:28]1.O. (2) Given the product [CH2:12]([O:19][C:2]1[CH:7]=[CH:6][C:5]([N+:8]([O-:10])=[O:9])=[CH:4][N:3]=1)[C:13]1[CH:18]=[CH:17][CH:16]=[CH:15][CH:14]=1, predict the reactants needed to synthesize it. The reactants are: Cl[C:2]1[CH:7]=[CH:6][C:5]([N+:8]([O-:10])=[O:9])=[CH:4][N:3]=1.[Na].[CH2:12]([OH:19])[C:13]1[CH:18]=[CH:17][CH:16]=[CH:15][CH:14]=1. (3) Given the product [F:14][C:15]1[C:21]([O:22][CH3:23])=[CH:20][C:19]([O:24][CH3:25])=[C:18]([F:26])[C:16]=1/[N:17]=[CH:9]/[C:8]1[CH:7]=[N:6][C:5]2[NH:11][CH:12]=[CH:13][C:4]=2[C:3]=1[NH:2][CH3:1], predict the reactants needed to synthesize it. The reactants are: [CH3:1][NH:2][C:3]1[C:8]([CH:9]=O)=[CH:7][N:6]=[C:5]2[NH:11][CH:12]=[CH:13][C:4]=12.[F:14][C:15]1[C:21]([O:22][CH3:23])=[CH:20][C:19]([O:24][CH3:25])=[C:18]([F:26])[C:16]=1[NH2:17].CC1(C)[C@]2(CS(O)(=O)=O)C(C[C@H]1CC2)=O.O. (4) Given the product [NH2:34][C:32]1[CH:33]=[CH:28][CH:29]=[CH:30][C:31]=1[NH:36][C:13]([C:11]1[S:10][C:9]2[CH:16]=[C:5]([C:3]([O:2][CH3:1])=[O:4])[CH:6]=[CH:7][C:8]=2[CH:12]=1)=[O:15], predict the reactants needed to synthesize it. The reactants are: [CH3:1][O:2][C:3]([C:5]1[CH:6]=[CH:7][C:8]2[CH:12]=[C:11]([C:13]([OH:15])=O)[S:10][C:9]=2[CH:16]=1)=[O:4].CCN=C=NCCCN(C)C.[CH:28]1[CH:29]=[CH:30][C:31]2[N:36](O)N=[N:34][C:32]=2[CH:33]=1.C1(N)C=CC=CC=1N. (5) Given the product [CH2:1]([NH:3][CH2:9][C:7]1[NH:6][CH:5]=[N:4][CH:8]=1)[CH3:2], predict the reactants needed to synthesize it. The reactants are: [CH2:1]([NH2:3])[CH3:2].[N:4]1[CH:8]=[C:7]([CH:9]=O)[NH:6][CH:5]=1.